This data is from Reaction yield outcomes from USPTO patents with 853,638 reactions. The task is: Predict the reaction yield, written as a fraction of the theoretical maximum amount of product (1.0 means a 100% yield; for example, 0.34 means a 34% yield). (1) The reactants are [NH2:1][C:2]1[N:7]=[CH:6][N:5]=[C:4]2[N:8]([CH:13]([C:15]3[C:16]([O:34][CH2:35][CH3:36])=[C:17]([C:23]4[CH:24]=[CH:25][C:26]([C:29]([N:31]([CH3:33])[CH3:32])=[O:30])=[N:27][CH:28]=4)[C:18]([CH3:22])=[C:19]([Cl:21])[CH:20]=3)[CH3:14])[N:9]=C(C=C)[C:3]=12.C[N+]1([O-])CC[O:41]CC1.[C:45]([OH:49])([CH3:48])([CH3:47])C. The catalyst is O.[Os](=O)(=O)(=O)=O. The product is [NH2:1][C:2]1[N:7]=[CH:6][N:5]=[C:4]2[N:8]([CH:13]([C:15]3[C:16]([O:34][CH2:35][CH3:36])=[C:17]([C:23]4[CH:24]=[CH:25][C:26]([C:29]([N:31]([CH3:33])[CH3:32])=[O:30])=[N:27][CH:28]=4)[C:18]([CH3:22])=[C:19]([Cl:21])[CH:20]=3)[CH3:14])[N:9]=[C:47]([CH:45]([OH:49])[CH2:48][OH:41])[C:3]=12. The yield is 0.950. (2) The reactants are [F:1][C:2]([F:12])([F:11])[C:3](=[O:10])[CH2:4][C:5]([O:7]CC)=O.[C:13]1([C:19]2[NH:23][N:22]=[C:21]([NH2:24])[CH:20]=2)[CH:18]=[CH:17][CH:16]=[CH:15][CH:14]=1. The catalyst is C(O)(=O)C. The product is [F:12][C:2]([F:1])([F:11])[C:3](=[O:10])[CH2:4][C:5]([NH:24][C:21]1[NH:22][N:23]=[C:19]([C:13]2[CH:18]=[CH:17][CH:16]=[CH:15][CH:14]=2)[CH:20]=1)=[O:7]. The yield is 0.720.